From a dataset of Catalyst prediction with 721,799 reactions and 888 catalyst types from USPTO. Predict which catalyst facilitates the given reaction. (1) Reactant: N#N.C(OC(=O)[NH:9][C@@H:10]([C:20]1[NH:24][C:23]2[CH:25]=[CH:26][C:27]([F:29])=[CH:28][C:22]=2[N:21]=1)[CH2:11][C:12]1[CH:17]=[CH:16][C:15]([O:18][CH3:19])=[CH:14][CH:13]=1)(C)(C)C.[ClH:31]. Product: [ClH:31].[ClH:31].[F:29][C:27]1[CH:26]=[CH:25][C:23]2[NH:24][C:20]([C@H:10]([NH2:9])[CH2:11][C:12]3[CH:13]=[CH:14][C:15]([O:18][CH3:19])=[CH:16][CH:17]=3)=[N:21][C:22]=2[CH:28]=1. The catalyst class is: 135. (2) Reactant: [CH2:1]([C:3]1([CH2:18][CH3:19])[C:11]2[C:6](=[CH:7][CH:8]=[C:9]([NH:12][C:13](=[O:15])[CH3:14])[CH:10]=2)[N:5]([CH3:16])[C:4]1=[O:17])[CH3:2].[N+:20]([O-])([OH:22])=[O:21]. Product: [CH2:18]([C:3]1([CH2:1][CH3:2])[C:11]2[C:6](=[CH:7][C:8]([N+:20]([O-:22])=[O:21])=[C:9]([NH:12][C:13](=[O:15])[CH3:14])[CH:10]=2)[N:5]([CH3:16])[C:4]1=[O:17])[CH3:19]. The catalyst class is: 15. (3) Reactant: [C:1]1([C:7]([C:17]2[CH:22]=[CH:21][CH:20]=[CH:19][CH:18]=2)=[N:8][CH2:9][C:10]([O:12][C:13]([CH3:16])([CH3:15])[CH3:14])=[O:11])[CH:6]=[CH:5][CH:4]=[CH:3][CH:2]=1.[CH2:23]([N:30]1[CH:34]=[C:33]([CH2:35]Br)[C:32]([N+:37]([O-:39])=[O:38])=[N:31]1)[C:24]1[CH:29]=[CH:28][CH:27]=[CH:26][CH:25]=1.C=CCO[C@H](C1C2C(=CC=CC=2)N=CC=1)[C@H]1[N+]2(CC3C4C(=CC=CC=4)C=C4C=3C=CC=C4)C[C@H](C=C)[C@@H](CC2)C1.[Br-].O.[OH-].[Cs+]. Product: [CH2:23]([N:30]1[CH:34]=[C:33]([CH2:35][C@@H:9]([C:10]([O:12][C:13]([CH3:16])([CH3:15])[CH3:14])=[O:11])[N:8]=[C:7]([C:17]2[CH:22]=[CH:21][CH:20]=[CH:19][CH:18]=2)[C:1]2[CH:2]=[CH:3][CH:4]=[CH:5][CH:6]=2)[C:32]([N+:37]([O-:39])=[O:38])=[N:31]1)[C:24]1[CH:29]=[CH:28][CH:27]=[CH:26][CH:25]=1. The catalyst class is: 4. (4) Reactant: C([NH:4][C:5]1[CH:10]=[CH:9][C:8]([C:11]2[C:12]3[NH:16][C:15]([CH:17]=[C:18]4[N:42]=[C:21]([C:22]([C:34]5[CH:39]=[CH:38][C:37]([O:40][CH3:41])=[CH:36][CH:35]=5)=[C:23]5[NH:33][C:26](=[CH:27][C:28]6[CH:29]=[CH:30][C:31]=2[N:32]=6)[CH:25]=[CH:24]5)[CH:20]=[CH:19]4)=[CH:14][CH:13]=3)=[CH:7][CH:6]=1)(=O)C. Product: [NH2:4][C:5]1[CH:6]=[CH:7][C:8]([C:11]2[C:12]3[NH:16][C:15]([CH:17]=[C:18]4[N:42]=[C:21]([C:22]([C:34]5[CH:35]=[CH:36][C:37]([O:40][CH3:41])=[CH:38][CH:39]=5)=[C:23]5[NH:33][C:26](=[CH:27][C:28]6[CH:29]=[CH:30][C:31]=2[N:32]=6)[CH:25]=[CH:24]5)[CH:20]=[CH:19]4)=[CH:14][CH:13]=3)=[CH:9][CH:10]=1. The catalyst class is: 33. (5) The catalyst class is: 5. Reactant: [Br:1][C:2]1[CH:9]=[C:8]([CH3:10])[C:5]([C:6]#[N:7])=[C:4]([O:11][CH3:12])[CH:3]=1.[OH-:13].[Na+]. Product: [Br:1][C:2]1[CH:9]=[C:8]([CH3:10])[C:5]([C:6]([NH2:7])=[O:13])=[C:4]([O:11][CH3:12])[CH:3]=1. (6) Reactant: [C:1](#[N:3])[CH3:2].C([Li])CCC.C(O[C:12]([C:14]1[O:15][C:16]2[CH:27]=[CH:26][CH:25]=[CH:24][C:17]=2[C:18]=1[N:19]=[CH:20]N(C)C)=[O:13])C.C(O)(=O)C. Product: [OH:13][C:12]1[C:2]([C:1]#[N:3])=[CH:20][N:19]=[C:18]2[C:17]3[CH:24]=[CH:25][CH:26]=[CH:27][C:16]=3[O:15][C:14]=12. The catalyst class is: 7. (7) Reactant: [Cl:1][C:2]1[N:7]=[C:6]([C@@:8]([NH:17][S@@](C(C)(C)C)=O)([CH2:10][C@H:11]([OH:16])[C:12]([F:15])([F:14])[F:13])[CH3:9])[C:5]([F:24])=[CH:4][CH:3]=1.Cl.C([O-])(O)=O.[Na+]. Product: [NH2:17][C@@:8]([C:6]1[C:5]([F:24])=[CH:4][CH:3]=[C:2]([Cl:1])[N:7]=1)([CH3:9])[CH2:10][C@H:11]([OH:16])[C:12]([F:13])([F:14])[F:15]. The catalyst class is: 7.